This data is from Catalyst prediction with 721,799 reactions and 888 catalyst types from USPTO. The task is: Predict which catalyst facilitates the given reaction. (1) Reactant: [CH3:1][C:2]1[N:3]=[C:4]([C:32]([O:34]CC)=[O:33])[S:5][C:6]=1[C:7]1[CH:8]=[CH:9][C:10]2[N:11]([C:13]([C:16](=[O:31])[NH:17][C:18]3[CH:23]=[C:22]([C:24]4[N:28]=[C:27]([CH3:29])[O:26][N:25]=4)[CH:21]=[CH:20][C:19]=3[CH3:30])=[CH:14][N:15]=2)[CH:12]=1.[Li+].[OH-].C(O)(=O)CC(CC(O)=O)(C(O)=O)O. Product: [CH3:1][C:2]1[N:3]=[C:4]([C:32]([OH:34])=[O:33])[S:5][C:6]=1[C:7]1[CH:8]=[CH:9][C:10]2[N:11]([C:13]([C:16](=[O:31])[NH:17][C:18]3[CH:23]=[C:22]([C:24]4[N:28]=[C:27]([CH3:29])[O:26][N:25]=4)[CH:21]=[CH:20][C:19]=3[CH3:30])=[CH:14][N:15]=2)[CH:12]=1. The catalyst class is: 36. (2) Reactant: [CH3:1][O:2][CH2:3][CH2:4][CH2:5][O:6][CH2:7][C:8]1[CH:16]=[CH:15][C:11]([C:12]([OH:14])=O)=[CH:10][C:9]=1[N+:17]([O-:19])=[O:18].C(P1(=O)OP(=O)(CCC)OP(=O)([CH2:33][CH2:34][CH3:35])O1)CC. The catalyst class is: 3. Product: [C:15]1([C:35]2[CH:34]=[CH:33][CH:5]=[CH:4][CH:3]=2)[CH:11]=[CH:10][C:9]([NH:17][C:12](=[O:14])[C:11]2[CH:15]=[CH:16][C:8]([CH2:7][O:6][CH2:5][CH2:4][CH2:3][O:2][CH3:1])=[C:9]([N+:17]([O-:19])=[O:18])[CH:10]=2)=[CH:8][CH:16]=1. (3) Reactant: [F:1][C:2]1[CH:7]=[CH:6][C:5]([N:8]([CH:12]2[CH2:17][CH2:16][NH:15][CH2:14][CH2:13]2)[C:9](=[O:11])[CH3:10])=[CH:4][CH:3]=1.[C:18]1(=O)[CH2:23][CH2:22][CH2:21][CH2:20][CH2:19]1.[BH-](OC(C)=O)(OC(C)=O)OC(C)=O.[Na+]. Product: [CH:18]1([N:15]2[CH2:16][CH2:17][CH:12]([N:8]([C:5]3[CH:4]=[CH:3][C:2]([F:1])=[CH:7][CH:6]=3)[C:9](=[O:11])[CH3:10])[CH2:13][CH2:14]2)[CH2:23][CH2:22][CH2:21][CH2:20][CH2:19]1. The catalyst class is: 26. (4) Reactant: [CH2:1]([O:3][C:4]([C:6]1[C:11]([F:12])=[CH:10][CH:9]=[CH:8][C:7]=1F)=[O:5])[CH3:2].[CH2:14]1[O:18][C:17]2[CH:19]=[C:20]([OH:23])[CH:21]=[CH:22][C:16]=2[O:15]1. Product: [CH2:1]([O:3][C:4]([C:6]1[C:7]([O:23][C:20]2[CH:21]=[CH:22][C:16]3[O:15][CH2:14][O:18][C:17]=3[CH:19]=2)=[CH:8][CH:9]=[CH:10][C:11]=1[F:12])=[O:5])[CH3:2]. The catalyst class is: 16. (5) Reactant: [F:1][C:2]1[CH:7]=[CH:6][C:5]([C:8]([F:11])([F:10])[F:9])=[CH:4][C:3]=1[N:12]=[C:13]=S.[NH2:15][C:16]1[CH:17]=[C:18]([CH:37]=[CH:38][C:39]=1[NH:40][CH3:41])[O:19][C:20]1[CH:25]=[CH:24][N:23]=[C:22]([NH:26][C:27](=[O:36])[CH2:28][N:29]2[CH2:33][CH2:32][CH2:31][CH:30]2[CH2:34][OH:35])[CH:21]=1.NC(N)=S. Product: [F:1][C:2]1[CH:7]=[CH:6][C:5]([C:8]([F:11])([F:10])[F:9])=[CH:4][C:3]=1[NH:12][C:13]1[N:40]([CH3:41])[C:39]2[CH:38]=[CH:37][C:18]([O:19][C:20]3[CH:25]=[CH:24][N:23]=[C:22]([NH:26][C:27](=[O:36])[CH2:28][N:29]4[CH2:33][CH2:32][CH2:31][C@H:30]4[CH2:34][OH:35])[CH:21]=3)=[CH:17][C:16]=2[N:15]=1. The catalyst class is: 5. (6) Reactant: [CH3:1][Si:2]([CH3:23])([CH3:22])[CH2:3][CH2:4][O:5][C:6]([N:8]1[CH2:13][CH:12]=[C:11]([C:14]2[CH:19]=[CH:18][CH:17]=[C:16]([C:20]#[N:21])[CH:15]=2)[CH2:10][CH2:9]1)=[O:7].[ClH:24]. Product: [ClH:24].[CH3:1][Si:2]([CH3:23])([CH3:22])[CH2:3][CH2:4][O:5][C:6]([N:8]1[CH2:13][CH2:12][CH:11]([C:14]2[CH:19]=[CH:18][CH:17]=[C:16]([CH2:20][NH2:21])[CH:15]=2)[CH2:10][CH2:9]1)=[O:7]. The catalyst class is: 29. (7) Reactant: [Br:1][C:2]1[C:3]([O:26][CH3:27])=[CH:4][C:5](OC)=[C:6]([CH:23]=1)[C:7]([C:9](=[CH:15][NH:16][C@@H:17]([CH:20]([CH3:22])[CH3:21])[CH2:18][OH:19])[C:10]([O:12][CH2:13][CH3:14])=[O:11])=[O:8].[Cl-].[K+].C[Si](C)(C)N=C(O[Si](C)(C)C)C.Cl. Product: [Br:1][C:2]1[CH:23]=[C:6]2[C:5](=[CH:4][C:3]=1[O:26][CH3:27])[N:16]([C@@H:17]([CH:20]([CH3:22])[CH3:21])[CH2:18][OH:19])[CH:15]=[C:9]([C:10]([O:12][CH2:13][CH3:14])=[O:11])[C:7]2=[O:8]. The catalyst class is: 3. (8) Reactant: I[C:2]1[CH:9]=[CH:8][C:5]([C:6]#[N:7])=[CH:4][C:3]=1[O:10][CH2:11][C@H:12]1[CH2:16][CH2:15][CH2:14][N:13]1[C:17]([O:19][C:20]([CH3:23])([CH3:22])[CH3:21])=[O:18].[C:24]([O:28][CH2:29][CH3:30])(=[O:27])[CH:25]=[CH2:26].C(N(CC)CC)C.C(OCC)(=O)C. Product: [C:6]([C:5]1[CH:8]=[CH:9][C:2]([CH:26]=[CH:25][C:24]([O:28][CH2:29][CH3:30])=[O:27])=[C:3]([O:10][CH2:11][C@H:12]2[CH2:16][CH2:15][CH2:14][N:13]2[C:17]([O:19][C:20]([CH3:23])([CH3:22])[CH3:21])=[O:18])[CH:4]=1)#[N:7]. The catalyst class is: 274.